From a dataset of Full USPTO retrosynthesis dataset with 1.9M reactions from patents (1976-2016). Predict the reactants needed to synthesize the given product. (1) Given the product [CH2:22]1[C:18]2([CH2:14][CH2:15][N:16]([C:23]3[N:28]=[C:27]([NH:29][C:2]4[N:7]=[CH:6][C:5]5[N:8]=[CH:9][N:10]([CH:11]([CH3:13])[CH3:12])[C:4]=5[CH:3]=4)[CH:26]=[CH:25][N:24]=3)[CH2:17]2)[CH2:19][CH2:20][O:21]1, predict the reactants needed to synthesize it. The reactants are: Cl[C:2]1[N:7]=[CH:6][C:5]2[N:8]=[CH:9][N:10]([CH:11]([CH3:13])[CH3:12])[C:4]=2[CH:3]=1.[CH2:14]1[C:18]2([CH2:22][O:21][CH2:20][CH2:19]2)[CH2:17][N:16]([C:23]2[N:28]=[C:27]([NH2:29])[CH:26]=[CH:25][N:24]=2)[CH2:15]1.C1(P(C2CCCCC2)C2C=CC=CC=2C2C(C(C)C)=CC(C(C)C)=CC=2C(C)C)CCCCC1.C(=O)([O-])[O-].[Cs+].[Cs+]. (2) Given the product [F:13][C:2]([F:1])([F:14])[O:3][C:4]1[CH:5]=[CH:6][C:7]([C:8]2[O:10][N:51]=[C:50]([C:52]3[CH:61]=[CH:60][CH:59]=[C:58]4[C:53]=3[CH:54]=[CH:55][N:56]=[CH:57]4)[N:49]=2)=[CH:11][CH:12]=1, predict the reactants needed to synthesize it. The reactants are: [F:1][C:2]([F:14])([F:13])[O:3][C:4]1[CH:12]=[CH:11][C:7]([C:8]([OH:10])=O)=[CH:6][CH:5]=1.CN(C(ON1N=NC2C=CC=NC1=2)=[N+](C)C)C.F[P-](F)(F)(F)(F)F.CCN(C(C)C)C(C)C.O[NH:49][C:50]([C:52]1[C:53]2[CH:54]=[CH:55][N:56]=[CH:57][C:58]=2[CH:59]=[CH:60][CH:61]=1)=[NH:51]. (3) Given the product [O:18]1[C:17]2[CH:21]=[CH:22][C:14]([C:8]3[C:9]4[C:5](=[CH:4][CH:3]=[CH:11][CH:10]=4)[C:6]([OH:7])=[C:23]([C:30]([O:32][CH3:33])=[O:31])[C:24]=3[C:25]([O:27][CH3:28])=[O:26])=[CH:15][C:16]=2[O:20][CH2:19]1, predict the reactants needed to synthesize it. The reactants are: CO[C:3]1[C:11](OC)=[CH:10][C:9]2[C:5](=[CH:6][O:7][C:8]=2[C:14]2[CH:22]=[CH:21][C:17]3[O:18][CH2:19][O:20][C:16]=3[CH:15]=2)[CH:4]=1.[C:23]([C:30]([O:32][CH2:33]C)=[O:31])#[C:24][C:25]([O:27][CH2:28]C)=[O:26]. (4) Given the product [Li:5][C:1]1[S:6][CH:10]=[CH:9][N:8]=1.[CH3:42][C:12]1([CH3:11])[CH2:21][CH:20]=[C:19]([C:7]2[S:6][C:10]([CH3:1])=[CH:9][N:8]=2)[C:18]2[CH:17]=[C:16]([C:29]#[C:30][C:31]3[CH:32]=[CH:33][C:34]([C:35]([O:37][CH2:38][CH3:39])=[O:36])=[CH:40][CH:41]=3)[CH:15]=[CH:14][C:13]1=2, predict the reactants needed to synthesize it. The reactants are: [CH2:1]([Li:5])CCC.[S:6]1[CH:10]=[CH:9][N:8]=[CH:7]1.[CH3:11][C:12]1([CH3:42])[CH2:21][CH:20]=[C:19](C2C=CC(C)=CC=2)[C:18]2[CH:17]=[C:16]([C:29]#[C:30][C:31]3[CH:41]=[CH:40][C:34]([C:35]([O:37][CH2:38][CH3:39])=[O:36])=[CH:33][CH:32]=3)[CH:15]=[CH:14][C:13]1=2. (5) Given the product [Cl:13][C:14]1[N:15]=[CH:16][C:17]([CH2:20][C:6]2[CH2:7][O:8][C:9](=[O:23])[C:5]=2[NH:4][CH2:3][CH2:2][F:1])=[CH:18][CH:19]=1, predict the reactants needed to synthesize it. The reactants are: [F:1][CH2:2][CH2:3][NH:4][C:5]1[CH2:9][O:8][C:7](=O)[CH:6]=1.[H-].[Na+].[Cl:13][C:14]1[CH:19]=[CH:18][C:17]([CH2:20]Cl)=[CH:16][N:15]=1.C[OH:23].